The task is: Predict the reactants needed to synthesize the given product.. This data is from Full USPTO retrosynthesis dataset with 1.9M reactions from patents (1976-2016). Given the product [O:21]=[C:16]1[CH2:17][CH2:18][C:19](=[O:20])[N:15]1[O:12][C:11](=[O:13])[CH2:10][N:4]1[CH:3]([CH3:2])[CH2:8][CH2:7][CH2:6][CH:5]1[CH3:9], predict the reactants needed to synthesize it. The reactants are: Cl.[CH3:2][CH:3]1[CH2:8][CH2:7][CH2:6][CH:5]([CH3:9])[N:4]1[CH2:10][C:11]([OH:13])=[O:12].O[N:15]1[C:19](=[O:20])[CH2:18][CH2:17][C:16]1=[O:21].C1(N=C=NC2CCCCC2)CCCCC1.